This data is from Catalyst prediction with 721,799 reactions and 888 catalyst types from USPTO. The task is: Predict which catalyst facilitates the given reaction. (1) Reactant: C(OC([N:8]1[CH2:13][CH2:12][N:11]([C:14]2[CH:19]=[N:18][CH:17]=[C:16]([NH:20][CH2:21][C:22]3[CH:27]=[CH:26][CH:25]=[C:24]([Cl:28])[CH:23]=3)[N:15]=2)[CH2:10][CH2:9]1)=O)(C)(C)C.FC(F)(F)C(O)=O.[OH-].[Na+]. Product: [Cl:28][C:24]1[CH:23]=[C:22]([CH:27]=[CH:26][CH:25]=1)[CH2:21][NH:20][C:16]1[N:15]=[C:14]([N:11]2[CH2:10][CH2:9][NH:8][CH2:13][CH2:12]2)[CH:19]=[N:18][CH:17]=1. The catalyst class is: 2. (2) Reactant: [F:1][C:2]1[CH:7]=[CH:6][CH:5]=[CH:4][C:3]=1[C:8]1[N:9]=[C:10]([CH2:22][N:23](C)[C:24](=O)OC(C)(C)C)[S:11][C:12]=1[S:13]([C:16]1[CH:21]=[CH:20][CH:19]=[CH:18][CH:17]=1)(=[O:15])=[O:14].C(OCC)(=O)C.[ClH:38]. Product: [ClH:38].[F:1][C:2]1[CH:7]=[CH:6][CH:5]=[CH:4][C:3]=1[C:8]1[N:9]=[C:10]([CH2:22][NH:23][CH3:24])[S:11][C:12]=1[S:13]([C:16]1[CH:17]=[CH:18][CH:19]=[CH:20][CH:21]=1)(=[O:15])=[O:14]. The catalyst class is: 8. (3) Reactant: [F:1][C:2]1[C:3](I)=[N:4][CH:5]=[CH:6][C:7]=1[I:8].[C:10]1(=[O:19])[C:18]2[C:13](=[CH:14][CH:15]=[CH:16][CH:17]=2)[CH2:12][NH:11]1.C(=O)([O-])[O-].[K+].[K+].CNCCNC. Product: [F:1][C:2]1[C:3]([N:11]2[CH2:12][C:13]3[C:18](=[CH:17][CH:16]=[CH:15][CH:14]=3)[C:10]2=[O:19])=[N:4][CH:5]=[CH:6][C:7]=1[I:8]. The catalyst class is: 185. (4) Reactant: [OH:1][CH2:2][C@@H:3]1[O:7]C(C)(C)[O:5][C@H:4]1[CH2:10][N:11]1[C:20]2[CH:19]=[CH:18][CH:17]=[C:16]3[C:21]([CH3:25])([CH3:24])[CH2:22][CH2:23][N:14]([C:15]=23)[C:13](=[O:26])[C:12]1=[O:27]. Product: [CH3:24][C:21]1([CH3:25])[C:16]2[C:15]3[N:14]([C:13](=[O:26])[C:12](=[O:27])[N:11]([CH2:10][C@@H:4]([OH:5])[C@H:3]([OH:7])[CH2:2][OH:1])[C:20]=3[CH:19]=[CH:18][CH:17]=2)[CH2:23][CH2:22]1. The catalyst class is: 86. (5) Reactant: [C:1]([N:4]1[C:15]2[C:10](=[CH:11][CH:12]=[C:13]([Br:16])[CH:14]=2)[C:6]2([CH2:9]S[CH2:7]2)[CH2:5]1)(=[O:3])[CH3:2].CO.CC(C)=O.O[O:24][S:25]([O-:27])=O.[K+]. Product: [C:1]([N:4]1[C:15]2[C:10](=[CH:11][CH:12]=[C:13]([Br:16])[CH:14]=2)[C:6]2([CH2:9][S:25](=[O:27])(=[O:24])[CH2:7]2)[CH2:5]1)(=[O:3])[CH3:2]. The catalyst class is: 6. (6) Reactant: [N+:1]([C:4]1[CH:9]=[CH:8][C:7]([NH:10]N)=[CH:6][CH:5]=1)([O-:3])=[O:2].C(O)(=O)C.[CH3:16][CH:17]([CH3:21])[C:18](=O)[CH3:19].S(=O)(=O)(O)O. Product: [CH3:19][C:18]1[C:17]([CH3:21])([CH3:16])[C:6]2[CH:5]=[C:4]([N+:1]([O-:3])=[O:2])[CH:9]=[CH:8][C:7]=2[N:10]=1. The catalyst class is: 11. (7) Reactant: [CH3:1][C:2]1([CH3:21])[CH2:7][CH2:6][CH:5]([NH:8][C:9]2[C:18]3[C:13](=[C:14]([NH2:19])[CH:15]=[CH:16][CH:17]=3)[N:12]=[C:11]([CH3:20])[N:10]=2)[CH2:4][CH2:3]1.[Cl:22][C:23]1[C:28]([C:29](O)=[O:30])=[C:27]([F:32])[C:26]([CH2:33][NH:34][C:35](=[O:40])[C:36]([CH3:39])([CH3:38])[CH3:37])=[CH:25][CH:24]=1.C(Cl)(=O)C(Cl)=O.CCN(C(C)C)C(C)C. Product: [Cl:22][C:23]1[C:28]([C:29]([NH:19][C:14]2[CH:15]=[CH:16][CH:17]=[C:18]3[C:13]=2[N:12]=[C:11]([CH3:20])[N:10]=[C:9]3[NH:8][CH:5]2[CH2:4][CH2:3][C:2]([CH3:21])([CH3:1])[CH2:7][CH2:6]2)=[O:30])=[C:27]([F:32])[C:26]([CH2:33][NH:34][C:35](=[O:40])[C:36]([CH3:38])([CH3:37])[CH3:39])=[CH:25][CH:24]=1. The catalyst class is: 85.